From a dataset of Forward reaction prediction with 1.9M reactions from USPTO patents (1976-2016). Predict the product of the given reaction. (1) Given the reactants [Br:1][C:2]1[CH:7]=[C:6]([F:8])[CH:5]=[CH:4][C:3]=1[OH:9].C([O-])([O-])=O.[Cs+].[Cs+].CS(O[CH:21]1[CH2:25][CH2:24][O:23][CH2:22]1)(=O)=O, predict the reaction product. The product is: [Br:1][C:2]1[CH:7]=[C:6]([F:8])[CH:5]=[CH:4][C:3]=1[O:9][CH:21]1[CH2:25][CH2:24][O:23][CH2:22]1. (2) Given the reactants C(O[BH-](OC(=O)C)OC(=O)C)(=O)C.[Na+].[N+:15]([C:18]1[CH:28]=[CH:27][C:21]2[CH2:22][CH2:23][NH:24][CH2:25][CH2:26][C:20]=2[CH:19]=1)([O-:17])=[O:16].[C:29]1(=O)[CH2:32][CH2:31][CH2:30]1, predict the reaction product. The product is: [CH:29]1([N:24]2[CH2:23][CH2:22][C:21]3[CH:27]=[CH:28][C:18]([N+:15]([O-:17])=[O:16])=[CH:19][C:20]=3[CH2:26][CH2:25]2)[CH2:32][CH2:31][CH2:30]1. (3) Given the reactants [Br:1][C:2]1[CH:7]=[CH:6][C:5]([OH:8])=[CH:4][CH:3]=1.O[C:10]12[CH2:19][CH:14]3[CH2:15][CH:16]([CH2:18][CH:12]([C:13]3=[O:20])[CH2:11]1)[CH2:17]2.CS(O)(=O)=O, predict the reaction product. The product is: [Br:1][C:2]1[CH:7]=[CH:6][C:5]([OH:8])=[C:4]([C:16]23[CH2:18][CH:12]4[CH2:11][CH:10]([CH2:19][CH:14]([C:13]4=[O:20])[CH2:15]2)[CH2:17]3)[CH:3]=1. (4) Given the reactants [CH3:1][N:2]1[CH2:7][CH2:6][N:5]([C:8]2[N:13]=[C:12]([C:14]3[CH:19]=[CH:18][CH:17]=[CH:16][CH:15]=3)[CH:11]=[CH:10][N:9]=2)[CH2:4][CH2:3]1.C(O)(C(F)(F)F)=O.[I:27]N1C(=O)CCC1=O, predict the reaction product. The product is: [I:27][C:11]1[C:12]([C:14]2[CH:15]=[CH:16][CH:17]=[CH:18][CH:19]=2)=[N:13][C:8]([N:5]2[CH2:6][CH2:7][N:2]([CH3:1])[CH2:3][CH2:4]2)=[N:9][CH:10]=1. (5) Given the reactants C(O[C:4](=[O:14])[C:5]([C:8]1[CH:9]=[N:10][CH:11]=[CH:12][CH:13]=1)=[CH:6]O)C.[NH:15]([C:17]1[CH:22]=[C:21]([C:23]([F:26])([F:25])[F:24])[CH:20]=[CH:19][N:18]=1)[NH2:16], predict the reaction product. The product is: [N:10]1[CH:11]=[CH:12][CH:13]=[C:8]([C:5]2[C:4](=[O:14])[N:15]([C:17]3[CH:22]=[C:21]([C:23]([F:26])([F:24])[F:25])[CH:20]=[CH:19][N:18]=3)[NH:16][CH:6]=2)[CH:9]=1.